Dataset: Forward reaction prediction with 1.9M reactions from USPTO patents (1976-2016). Task: Predict the product of the given reaction. (1) Given the reactants [CH:1]1([NH:7][C:8]([C:10]2[CH:11]=[N:12][N:13]([C:19]3[CH:24]=[CH:23][C:22]([CH2:25][C:26]([O:28]C)=[O:27])=[CH:21][CH:20]=3)[C:14]=2[S:15][CH2:16][CH2:17][CH3:18])=[O:9])[CH2:6][CH2:5][CH2:4][CH2:3][CH2:2]1.[OH-].[Na+], predict the reaction product. The product is: [CH:1]1([NH:7][C:8]([C:10]2[CH:11]=[N:12][N:13]([C:19]3[CH:24]=[CH:23][C:22]([CH2:25][C:26]([OH:28])=[O:27])=[CH:21][CH:20]=3)[C:14]=2[S:15][CH2:16][CH2:17][CH3:18])=[O:9])[CH2:6][CH2:5][CH2:4][CH2:3][CH2:2]1. (2) Given the reactants [NH:1]1[C:5]([C:6]([O:8][CH2:9][CH3:10])=[O:7])=[CH:4][CH:3]=[N:2]1.C(=O)([O-])[O-].[Cs+].[Cs+].I[CH:18]([CH3:20])[CH3:19], predict the reaction product. The product is: [CH3:19][CH:18]([N:1]1[C:5]([C:6]([O:8][CH2:9][CH3:10])=[O:7])=[CH:4][CH:3]=[N:2]1)[CH3:20]. (3) Given the reactants [C:1]([O:5][C:6]([N:8]1[CH2:16][C:15]2[C:10](=[CH:11][CH:12]=[C:13](I)[CH:14]=2)[CH2:9]1)=[O:7])([CH3:4])([CH3:3])[CH3:2].FC(F)(F)C(O)=O.[C@H:25]12[CH2:31][C@H:28]([NH:29][CH2:30]1)[CH2:27][O:26]2, predict the reaction product. The product is: [C:1]([O:5][C:6]([N:8]1[CH2:16][C:15]2[C:10](=[CH:11][CH:12]=[C:13]([N:29]3[CH2:30][C@@H:25]4[CH2:31][C@H:28]3[CH2:27][O:26]4)[CH:14]=2)[CH2:9]1)=[O:7])([CH3:4])([CH3:3])[CH3:2]. (4) Given the reactants [CH2:1]([N:8]1[CH2:13][CH2:12][N:11](C(OC(C)(C)C)=O)[C@H:10]([CH2:21][C:22]2[CH:27]=[CH:26][C:25]([C:28]#[N:29])=[CH:24][CH:23]=2)[CH2:9]1)[C:2]1[CH:7]=[CH:6][CH:5]=[CH:4][CH:3]=1.FC(F)(F)C(O)=O, predict the reaction product. The product is: [CH2:1]([N:8]1[CH2:13][CH2:12][NH:11][C@H:10]([CH2:21][C:22]2[CH:23]=[CH:24][C:25]([C:28]#[N:29])=[CH:26][CH:27]=2)[CH2:9]1)[C:2]1[CH:3]=[CH:4][CH:5]=[CH:6][CH:7]=1. (5) Given the reactants [F:1][C:2]([F:16])([F:15])[C:3]([NH:5][C:6]1[CH:11]=[C:10]([O:12][CH3:13])[CH:9]=[CH:8][C:7]=1[CH3:14])=[O:4].S(Cl)([Cl:20])(=O)=O.O, predict the reaction product. The product is: [Cl:20][C:9]1[C:10]([O:12][CH3:13])=[CH:11][C:6]([NH:5][C:3](=[O:4])[C:2]([F:15])([F:16])[F:1])=[C:7]([CH3:14])[CH:8]=1.